Regression. Given a peptide amino acid sequence and an MHC pseudo amino acid sequence, predict their binding affinity value. This is MHC class II binding data. From a dataset of Peptide-MHC class II binding affinity with 134,281 pairs from IEDB. (1) The peptide sequence is AARFVRRDGRRGGGR. The MHC is DRB1_0802 with pseudo-sequence DRB1_0802. The binding affinity (normalized) is 0.0605. (2) The peptide sequence is KLIRKKIGTNPNWVK. The MHC is DRB1_0101 with pseudo-sequence DRB1_0101. The binding affinity (normalized) is 0.660. (3) The peptide sequence is TRRGRVKIDEVSRMF. The MHC is DRB4_0103 with pseudo-sequence DRB4_0103. The binding affinity (normalized) is 0.577.